This data is from Full USPTO retrosynthesis dataset with 1.9M reactions from patents (1976-2016). The task is: Predict the reactants needed to synthesize the given product. (1) Given the product [Cl:1][C:2]1[CH:3]=[CH:4][C:5]([CH2:8][C:9]2[CH:10]=[C:11]([C:20]([OH:22])=[O:21])[C:12](=[O:19])[N:13]3[C:18]=2[CH:17]=[CH:16][CH:15]=[CH:14]3)=[CH:6][CH:7]=1, predict the reactants needed to synthesize it. The reactants are: [Cl:1][C:2]1[CH:7]=[CH:6][C:5]([CH:8](O)[C:9]2[CH:10]=[C:11]([C:20]([OH:22])=[O:21])[C:12](=[O:19])[N:13]3[C:18]=2[CH:17]=[CH:16][CH:15]=[CH:14]3)=[CH:4][CH:3]=1.C([SiH](CC)CC)C.FC(F)(F)C(O)=O.O. (2) The reactants are: [F:1][C:2]([F:14])([F:13])[C:3]1[CH:4]=[C:5]([CH2:9][C:10]([OH:12])=O)[CH:6]=[CH:7][CH:8]=1.CCN=C=NCCCN(C)C.[CH:26]1[CH:27]=[CH:28][C:29]2[N:34](O)N=NC=2[CH:31]=1.[C:36](=[O:39])(O)[O-].[Na+].CN(C=[O:45])C. Given the product [OH:45][C:28]1[CH:27]=[CH:26][CH:31]=[C:36]([OH:39])[C:29]=1[NH:34][C:10](=[O:12])[CH2:9][C:5]1[CH:6]=[CH:7][CH:8]=[C:3]([C:2]([F:1])([F:14])[F:13])[CH:4]=1, predict the reactants needed to synthesize it. (3) Given the product [C:1]1([C@H:7]([CH2:14][C:15]2[CH:20]=[CH:19][C:18]([O:21][CH2:22][CH2:23][CH2:24][NH:25][C:26]3[CH:31]=[CH:30][CH:29]=[CH:28][N:27]=3)=[CH:17][CH:16]=2)[CH2:8][C:9]([OH:11])=[O:10])[CH:6]=[CH:5][CH:4]=[CH:3][CH:2]=1, predict the reactants needed to synthesize it. The reactants are: [C:1]1([C@H:7]([CH2:14][C:15]2[CH:20]=[CH:19][C:18]([O:21][CH2:22][CH2:23][CH2:24][NH:25][C:26]3[CH:31]=[CH:30][CH:29]=[CH:28][N:27]=3)=[CH:17][CH:16]=2)[CH2:8][C:9]([O:11]CC)=[O:10])[CH:6]=[CH:5][CH:4]=[CH:3][CH:2]=1.O.[OH-].[Li+]. (4) Given the product [NH2:17][CH:18]([C:19](=[O:37])[N:20]1[CH2:25][CH2:24][CH2:23][CH2:22][CH:21]1[C:26]1[NH:27][CH:28]=[C:29]([C:31]2[CH:36]=[CH:35][CH:34]=[CH:33][CH:32]=2)[N:30]=1)[CH2:38][C:39]1[CH:40]=[CH:41][C:42]([C:45]([NH:46][CH3:47])=[O:48])=[CH:43][CH:44]=1, predict the reactants needed to synthesize it. The reactants are: C1C2C(COC(=O)[NH:17][CH:18]([CH2:38][C:39]3[CH:44]=[CH:43][C:42]([C:45](=[O:48])[NH:46][CH3:47])=[CH:41][CH:40]=3)[C:19](=[O:37])[N:20]3[CH2:25][CH2:24][CH2:23][CH2:22][CH:21]3[C:26]3[NH:27][CH:28]=[C:29]([C:31]4[CH:36]=[CH:35][CH:34]=[CH:33][CH:32]=4)[N:30]=3)C3C(=CC=CC=3)C=2C=CC=1.N1CCCCC1. (5) Given the product [C:1]([O:5][C:6]([N:8]1[CH2:13][CH2:12][N:11]([CH2:23][CH3:24])[CH2:10][C@@H:9]1[C:14]([OH:16])=[O:15])=[O:7])([CH3:4])([CH3:2])[CH3:3], predict the reactants needed to synthesize it. The reactants are: [C:1]([O:5][C:6]([N:8]1[CH2:13][CH2:12][NH:11][CH2:10][C@@H:9]1[C:14]([OH:16])=[O:15])=[O:7])([CH3:4])([CH3:3])[CH3:2].C([O-])([O-])=O.[Na+].[Na+].[CH2:23](I)[CH3:24]. (6) Given the product [Br:16][CH:4]([CH3:5])[C:3](=[O:6])[C:2]([CH3:8])([CH3:7])[CH3:1], predict the reactants needed to synthesize it. The reactants are: [CH3:1][C:2]([CH3:8])([CH3:7])[C:3](=[O:6])[CH2:4][CH3:5].C1C(=O)N([Br:16])C(=O)C1.O. (7) Given the product [C:14]1([C:13](=[O:4])[C:11]#[CH:12])[C:38]2[C:49]3=[C:50]4[C:41](=[CH:40][CH:39]=2)[CH:42]=[CH:43][CH:44]=[C:45]4[CH:46]=[CH:47][C:48]3=[CH:16][CH:15]=1.[C:13]1([CH2:11][CH2:6][C:7]#[CH:8])[C:26]2[C:27]3=[C:28]4[C:23](=[CH:24][CH:25]=2)[CH:22]=[CH:21][CH:20]=[C:19]4[CH:18]=[CH:17][C:16]3=[CH:15][CH:14]=1, predict the reactants needed to synthesize it. The reactants are: FC(F)(F)C(N[CH2:6][C:7]#[CH:8])=[O:4].[C:11]([C:13]1[C:26]2[C:27]3=[C:28]4[C:23](=[CH:24][CH:25]=2)[CH:22]=[CH:21][CH:20]=[C:19]4[CH:18]=[CH:17][C:16]3=[CH:15][CH:14]=1)#[CH:12].C(NC(C1[C:48]2[C:49]3=[C:50]4[C:45](=[CH:46][CH:47]=2)[CH:44]=[CH:43][CH:42]=[C:41]4[CH:40]=[CH:39][C:38]3=CC=1)=O)C#C. (8) Given the product [CH3:32][CH:33]([N:1]1[CH2:6][CH2:5][CH2:4][C@H:3]([CH2:7][N:8]2[C:12]3[CH:13]=[CH:14][CH:15]=[CH:16][C:11]=3[N:10]=[C:9]2[CH2:17][N:18]([C@@H:22]2[C:31]3[N:30]=[CH:29][CH:28]=[CH:27][C:26]=3[CH2:25][CH2:24][CH2:23]2)[CH2:19][CH2:20][OH:21])[CH2:2]1)[CH3:34], predict the reactants needed to synthesize it. The reactants are: [NH:1]1[CH2:6][CH2:5][CH2:4][C@H:3]([CH2:7][N:8]2[C:12]3[CH:13]=[CH:14][CH:15]=[CH:16][C:11]=3[N:10]=[C:9]2[CH2:17][N:18]([C@@H:22]2[C:31]3[N:30]=[CH:29][CH:28]=[CH:27][C:26]=3[CH2:25][CH2:24][CH2:23]2)[CH2:19][CH2:20][OH:21])[CH2:2]1.[CH3:32][CH:33](N1CCC[C@H](CN2C3C=CC=CC=3N=C2CN(CCC)[C@@H]2C3N=CC=CC=3CCC2)C1)[CH3:34]. (9) Given the product [N:51]1[C:52]2[C:47](=[CH:46][C:45]([CH2:44][C:43]3[N:39]4[N:40]=[C:35]([C:32]5[CH:33]=[CH:34][C:29]([Br:28])=[CH:30][CH:31]=5)[CH:36]=[N:37][C:38]4=[N:41][N:42]=3)=[CH:54][CH:53]=2)[CH:48]=[CH:49][CH:50]=1, predict the reactants needed to synthesize it. The reactants are: C1(C2N=NC(NNC(=O)CC3C=C4C(=CC=3)N=CC=C4)=NC=2)C=CC=CC=1.[Br:28][C:29]1[CH:34]=[CH:33][C:32]([C:35]2[N:40]=[N:39][C:38]([NH:41][NH:42][C:43](=O)[CH2:44][C:45]3[CH:46]=[C:47]4[C:52](=[CH:53][CH:54]=3)[N:51]=[CH:50][CH:49]=[CH:48]4)=[N:37][CH:36]=2)=[CH:31][CH:30]=1. (10) Given the product [NH2:24][C:11]1[C:12]([N:17]2[CH2:22][CH2:21][N:20]([CH3:23])[CH2:19][CH2:18]2)=[CH:13][C:14]([O:15][CH3:16])=[C:9]([NH:8][C:5]2[N:4]=[C:3]([C:25]3[C:33]4[C:28](=[CH:29][CH:30]=[CH:31][CH:32]=4)[N:27]([CH3:34])[CH:26]=3)[C:2]([C:69]#[N:70])=[CH:7][N:6]=2)[CH:10]=1, predict the reactants needed to synthesize it. The reactants are: Cl[C:2]1[C:3]([C:25]2[C:33]3[C:28](=[CH:29][CH:30]=[CH:31][CH:32]=3)[N:27]([CH3:34])[CH:26]=2)=[N:4][C:5]([NH:8][C:9]2[CH:10]=[C:11]([NH2:24])[C:12]([N:17]3[CH2:22][CH2:21][N:20]([CH3:23])[CH2:19][CH2:18]3)=[CH:13][C:14]=2[O:15][CH3:16])=[N:6][CH:7]=1.C1(P(C2CCCCC2)C2C=CC=CC=2C2C(C(C)C)=CC(C(C)C)=CC=2C(C)C)CCCCC1.[C:69]([Zn]C#N)#[N:70].CC(N(C)C)=O.